From a dataset of Tox21: 12 toxicity assays (nuclear receptors and stress response pathways). Binary classification across 12 toxicity assays. The drug is CC/C(=C(\c1ccc(O)cc1)c1ccc(OCCN(C)C)cc1)c1ccccc1. It tested positive (active) for: NR-Aromatase (Aromatase enzyme inhibition).